From a dataset of Catalyst prediction with 721,799 reactions and 888 catalyst types from USPTO. Predict which catalyst facilitates the given reaction. (1) Reactant: [H-].[Na+].[Cl:3][C:4]1[CH:5]=[CH:6][C:7]2[N:11]=[CH:10][N:9]([C:12]3[CH:17]=[CH:16][C:15]([NH:18][C:19](=[O:21])[CH3:20])=[CH:14][CH:13]=3)[C:8]=2[CH:22]=1.Br[CH2:24][CH2:25][O:26][CH:27]1[CH2:32][CH2:31][CH2:30][CH2:29][O:28]1.O. Product: [Cl:3][C:4]1[CH:5]=[CH:6][C:7]2[N:11]=[CH:10][N:9]([C:12]3[CH:13]=[CH:14][C:15]([N:18]([CH2:24][CH2:25][O:26][CH:27]4[CH2:32][CH2:31][CH2:30][CH2:29][O:28]4)[C:19](=[O:21])[CH3:20])=[CH:16][CH:17]=3)[C:8]=2[CH:22]=1. The catalyst class is: 9. (2) Reactant: S(C1C=CC(C)=CC=1)([O-])(=O)=O.[NH2:12][C@@H:13]([CH3:22])[C:14]([O:16][CH2:17][C:18]([CH3:21])([CH3:20])[CH3:19])=[O:15].[Cl:23][P:24]([O:27][C:28]1[CH:29]=[C:30]2[C:35](=[CH:36][CH:37]=1)[CH:34]=[C:33]([C@H:38]([CH3:43])[C:39]([O:41][CH3:42])=[O:40])[CH:32]=[CH:31]2)(Cl)=[O:25]. Product: [Cl:23][P:24]([O:27][C:28]1[CH:29]=[C:30]2[C:35](=[CH:36][CH:37]=1)[CH:34]=[C:33]([C@H:38]([CH3:43])[C:39]([O:41][CH3:42])=[O:40])[CH:32]=[CH:31]2)([NH:12][C@@H:13]([CH3:22])[C:14]([O:16][CH2:17][C:18]([CH3:21])([CH3:20])[CH3:19])=[O:15])=[O:25]. The catalyst class is: 2. (3) Reactant: [C:1]([N:4]1[CH:10]2[CH:8]([CH:9]2[CH2:11][OH:12])[N:7]([CH2:13][C:14]2[CH:19]=[CH:18][C:17]([F:20])=[CH:16][CH:15]=2)[C:6](=[O:21])[CH2:5]1)(=[O:3])[CH3:2].[H-].[Na+].[CH2:24](Br)[C:25]1[CH:30]=[CH:29][CH:28]=[CH:27][CH:26]=1. Product: [C:1]([N:4]1[CH:10]2[CH:8]([CH:9]2[CH2:11][O:12][CH2:24][C:25]2[CH:30]=[CH:29][CH:28]=[CH:27][CH:26]=2)[N:7]([CH2:13][C:14]2[CH:15]=[CH:16][C:17]([F:20])=[CH:18][CH:19]=2)[C:6](=[O:21])[CH2:5]1)(=[O:3])[CH3:2]. The catalyst class is: 1. (4) Product: [F:5][C:6]1[CH:11]=[CH:10][CH:9]=[C:8]([O:18][CH3:17])[C:7]=1[N+:13]([O-:15])=[O:14]. Reactant: [H-].[Na+].CO.[F:5][C:6]1[CH:11]=[CH:10][CH:9]=[C:8](F)[C:7]=1[N+:13]([O-:15])=[O:14].C[CH2:17][O:18]C(C)=O. The catalyst class is: 1. (5) The catalyst class is: 6. Reactant: [CH3:1][O:2][C:3]1[CH:8]=[CH:7][C:6]([C:9]([NH:24][C:25]2[CH2:26][O:27][C:28]([CH3:51])([CH3:50])[C:29]([F:49])([F:48])[C@:30]([C:33]3[CH:38]=[C:37](B4OCC(C)(C)CO4)[CH:36]=[CH:35][C:34]=3[F:47])([CH3:32])[N:31]=2)([C:16]2[CH:21]=[CH:20][C:19]([O:22][CH3:23])=[CH:18][CH:17]=2)[C:10]2[CH:15]=[CH:14][CH:13]=[CH:12][CH:11]=2)=[CH:5][CH:4]=1.O1CCCC1.Cl[C:58]1[O:59][C:60]2[CH:66]=[C:65]([Cl:67])[CH:64]=[CH:63][C:61]=2[N:62]=1.C(=O)([O-])[O-].[Cs+].[Cs+]. Product: [CH3:23][O:22][C:19]1[CH:18]=[CH:17][C:16]([C:9]([NH:24][C:25]2[CH2:26][O:27][C:28]([CH3:50])([CH3:51])[C:29]([F:49])([F:48])[C@:30]([C:33]3[CH:38]=[C:37]([C:58]4[O:59][C:60]5[CH:66]=[C:65]([Cl:67])[CH:64]=[CH:63][C:61]=5[N:62]=4)[CH:36]=[CH:35][C:34]=3[F:47])([CH3:32])[N:31]=2)([C:6]2[CH:5]=[CH:4][C:3]([O:2][CH3:1])=[CH:8][CH:7]=2)[C:10]2[CH:11]=[CH:12][CH:13]=[CH:14][CH:15]=2)=[CH:21][CH:20]=1. (6) Product: [CH3:29][O:28][C:20]1[CH:19]=[C:18]([NH:17][C:14]2[O:15][C:16]3[C:8]([C:5]4[CH:6]=[CH:7][C:2]([NH:1][C:37](=[O:39])[CH3:38])=[CH:3][CH:4]=4)=[CH:9][CH:10]=[CH:11][C:12]=3[N:13]=2)[CH:23]=[C:22]([O:24][CH3:25])[C:21]=1[O:26][CH3:27]. The catalyst class is: 4. Reactant: [NH2:1][C:2]1[CH:7]=[CH:6][C:5]([C:8]2[C:16]3[O:15][C:14]([NH:17][C:18]4[CH:23]=[C:22]([O:24][CH3:25])[C:21]([O:26][CH3:27])=[C:20]([O:28][CH3:29])[CH:19]=4)=[N:13][C:12]=3[CH:11]=[CH:10][CH:9]=2)=[CH:4][CH:3]=1.C(N(CC)CC)C.[C:37](Cl)(=[O:39])[CH3:38]. (7) Reactant: [C:1]([N-:5][O:6][SiH:7]([CH3:9])[CH3:8])([CH3:4])([CH3:3])[CH3:2].[NH:10]1[CH2:17][CH2:16][CH2:15][C@H:11]1[C:12]([OH:14])=[O:13].OCCCCCC(O)=O.C(Cl)CCl.ON1C2C=CC=CC=2N=N1.C(N(CC)CC)C. Product: [OH:6][NH-:5].[C:1]([N-:5][O:6][SiH:7]([CH3:9])[CH3:8])([CH3:4])([CH3:3])[CH3:2].[NH:10]1[CH2:17][CH2:16][CH2:15][C@H:11]1[C:12]([OH:14])=[O:13]. The catalyst class is: 98.